Task: Regression. Given a peptide amino acid sequence and an MHC pseudo amino acid sequence, predict their binding affinity value. This is MHC class II binding data.. Dataset: Peptide-MHC class II binding affinity with 134,281 pairs from IEDB (1) The binding affinity (normalized) is 0.276. The MHC is DRB1_0101 with pseudo-sequence DRB1_0101. The peptide sequence is AASGAATVAAGGYKV. (2) The peptide sequence is NAAYNAADHAAPEDK. The MHC is HLA-DQA10401-DQB10402 with pseudo-sequence HLA-DQA10401-DQB10402. The binding affinity (normalized) is 0.520.